Predict which catalyst facilitates the given reaction. From a dataset of Catalyst prediction with 721,799 reactions and 888 catalyst types from USPTO. (1) Reactant: [CH3:1][N:2]1[CH2:15][CH2:14][C:5]2[NH:6][C:7]3[CH:8]=[CH:9][C:10]([CH3:13])=[CH:11][C:12]=3[C:4]=2[CH2:3]1.Br[C:17]1[N:18]=[CH:19][S:20][CH:21]=1.[O-]P([O-])([O-])=O.[K+].[K+].[K+].N1CCC[C@H]1C(O)=O. Product: [CH3:1][N:2]1[CH2:15][CH2:14][C:5]2[N:6]([C:17]3[N:18]=[CH:19][S:20][CH:21]=3)[C:7]3[CH:8]=[CH:9][C:10]([CH3:13])=[CH:11][C:12]=3[C:4]=2[CH2:3]1. The catalyst class is: 580. (2) Reactant: C([Li])CCC.Cl.Br[C:8]1[CH:13]=[CH:12][N:11]=[CH:10][CH:9]=1.CCOCC.[O:19]=[C:20]1[CH2:24][CH2:23][N:22]([C:25]([O:27][C:28]([CH3:31])([CH3:30])[CH3:29])=[O:26])[CH2:21]1. Product: [OH:19][C:20]1([C:8]2[CH:13]=[CH:12][N:11]=[CH:10][CH:9]=2)[CH2:24][CH2:23][N:22]([C:25]([O:27][C:28]([CH3:31])([CH3:30])[CH3:29])=[O:26])[CH2:21]1. The catalyst class is: 81. (3) Reactant: C([Mg]Cl)(C)C.CON(C)[C:9](=[O:20])[C@@H:10]([NH:12][C:13](=[O:19])[O:14][C:15]([CH3:18])([CH3:17])[CH3:16])[CH3:11].[O:22]1[CH2:27][CH2:26][O:25][C:24]2[CH:28]=[C:29]([Mg]Br)[CH:30]=[CH:31][C:23]1=2.Cl. Product: [O:22]1[CH2:27][CH2:26][O:25][C:24]2[CH:28]=[C:29]([C:9](=[O:20])[C@@H:10]([NH:12][C:13](=[O:19])[O:14][C:15]([CH3:16])([CH3:17])[CH3:18])[CH3:11])[CH:30]=[CH:31][C:23]1=2. The catalyst class is: 20. (4) Reactant: [F:1][C:2]1[CH:9]=[CH:8][C:5]([CH:6]=O)=[CH:4][CH:3]=1.[O:10]=[C:11]([CH3:17])[CH2:12][C:13]([O:15][CH3:16])=[O:14].N1CCCCC1. Product: [C:11](/[C:12](=[CH:6]/[C:5]1[CH:8]=[CH:9][C:2]([F:1])=[CH:3][CH:4]=1)/[C:13]([O:15][CH3:16])=[O:14])(=[O:10])[CH3:17]. The catalyst class is: 48. (5) Reactant: [NH2:1][C:2]1[C:7]([F:8])=[CH:6][CH:5]=[CH:4][C:3]=1[C:9]#[C:10][CH2:11][C:12]([C:26]([F:29])([F:28])[F:27])([OH:25])[CH2:13][C:14]([C:17]1[CH:22]=[C:21]([F:23])[CH:20]=[CH:19][C:18]=1[CH3:24])([CH3:16])[CH3:15]. Product: [F:27][C:26]([F:29])([F:28])[C:12]([CH2:11][C:10]1[NH:1][C:2]2[C:3]([CH:9]=1)=[CH:4][CH:5]=[CH:6][C:7]=2[F:8])([OH:25])[CH2:13][C:14]([C:17]1[CH:22]=[C:21]([F:23])[CH:20]=[CH:19][C:18]=1[CH3:24])([CH3:15])[CH3:16]. The catalyst class is: 184.